This data is from In vitro SARS-CoV-2 activity screen of 1,480 approved drugs from Prestwick library. The task is: Binary Classification. Given a drug SMILES string, predict its activity (active/inactive) in a high-throughput screening assay against a specified biological target. (1) The molecule is C=C1/C(=C\C=C2/CCC[C@@]3(C)[C@H]2CC[C@@H]3[C@H](C)/C=C/[C@@H](O)C2CC2)C[C@@H](O)C[C@@H]1O. The result is 0 (inactive). (2) The compound is CC(=O)O[C@@]12CO[C@@H]1C[C@H](O)[C@@]1(C)C(=O)[C@H](O)C3=C(C)[C@@H](OC(=O)[C@H](O)[C@@H](NC(=O)OC(C)(C)C)c4ccccc4)C[C@@](O)([C@@H](OC(=O)c4ccccc4)[C@@H]12)C3(C)C. The result is 0 (inactive). (3) The molecule is CC1(C)[C@H](C(=O)O)N2C(=O)C[C@H]2S1(=O)=O. The result is 0 (inactive). (4) The drug is COC(=O)Nc1nc2ccc(C(=O)c3cccs3)cc2[nH]1. The result is 0 (inactive). (5) The compound is CNc1ncnc2c1ncn2[C@@H]1O[C@H](CO)[C@@H](O)[C@H]1O. The result is 0 (inactive).